This data is from Drug-target binding data from BindingDB using IC50 measurements. The task is: Regression. Given a target protein amino acid sequence and a drug SMILES string, predict the binding affinity score between them. We predict pIC50 (pIC50 = -log10(IC50 in M); higher means more potent). Dataset: bindingdb_ic50. (1) The drug is CC(C)C(C(=O)O)N1C(=O)/C(=C/C=C/c2ccco2)SC1=S. The target protein (P00651) has sequence MMYSKLLTLTTLLLPTALALPSLVERACDYTCGSNCYSSSDVSTAQAAGYQLHEDGETVGSNSYPHKYNNYEGFDFSVSSPYYEWPILSSGDVYSGGSPGADRVVFNENNQLAGVITHTGASGNNFVECT. The pIC50 is 5.0. (2) The drug is C[C@H](c1cccc2ccccc12)N1CCC(C(=O)NCc2ccc3c(c2)OCO3)CC1. The target protein (Q81WF0) has sequence MNYLFKNGRYMNEEGKIVATDLLVQDGKIAKVAENITADNAEVIDVNGKLIAPGLVDVHVHLREPGGEHKETIETGTLAAAKGGFTTICAMPNTRPVPDCREHMEDLQNRIKEKAHVNVLPYGAITVRQAGSEMTDFETLKELGAFAFTDDGVGVQDASMMLAAMKRAAKLNMAVVAHCEENTLINKGCVHEGKFSEKHGLNGIPSVCESVHIARDILLAEAADCHYHVCHVSTKGSVRVIRDAKRAGIKVTAEVTPHHLVLCEDDIPSADPNFKMNPPLRGKEDHEALIEGLLDGTIDMIATDHAPHTAEEKAQGIERAPFGITGFETAFPLLYTNLVKKGIITLEQLIQFLTEKPADTFGLEAGRLKEGRTADITIIDLEQEEEIDPTTFLSKGKNTPFAGWKCQGWPVMTIVGGKIAWQKESALV. The pIC50 is 4.0.